This data is from Peptide-MHC class II binding affinity with 134,281 pairs from IEDB. The task is: Regression. Given a peptide amino acid sequence and an MHC pseudo amino acid sequence, predict their binding affinity value. This is MHC class II binding data. (1) The peptide sequence is GNFERISGDLKTQID. The MHC is DRB1_0101 with pseudo-sequence DRB1_0101. The binding affinity (normalized) is 0.457. (2) The peptide sequence is EEVMNIVLIALSILA. The MHC is H-2-IAb with pseudo-sequence H-2-IAb. The binding affinity (normalized) is 0.0228. (3) The peptide sequence is INVGFKAAVAAAASV. The MHC is DRB1_0802 with pseudo-sequence DRB1_0802. The binding affinity (normalized) is 0.674. (4) The peptide sequence is GKWLDAKSTWYGKPT. The MHC is HLA-DQA10104-DQB10503 with pseudo-sequence HLA-DQA10104-DQB10503. The binding affinity (normalized) is 0.244.